Predict the product of the given reaction. From a dataset of Forward reaction prediction with 1.9M reactions from USPTO patents (1976-2016). Given the reactants [OH:1][C:2]1[C:7]2[O:8][CH:9]([CH3:13])[C:10](=[O:12])[NH:11][C:6]=2[CH:5]=[C:4]([CH:14]=[O:15])[CH:3]=1.C(=O)([O-])[O-].[Cs+].[Cs+].I[CH2:23][CH3:24], predict the reaction product. The product is: [CH2:23]([O:1][C:2]1[C:7]2[O:8][CH:9]([CH3:13])[C:10](=[O:12])[NH:11][C:6]=2[CH:5]=[C:4]([CH:14]=[O:15])[CH:3]=1)[CH3:24].